This data is from Full USPTO retrosynthesis dataset with 1.9M reactions from patents (1976-2016). The task is: Predict the reactants needed to synthesize the given product. (1) The reactants are: [CH3:1][N:2]1[CH2:9][C@@H:8]2[C@@H:4]([N:5]([C:10]3[CH:15]=[CH:14][C:13]([C:16]4[CH:21]=[CH:20][C:19]([N:22]5[C:27](=[O:28])[CH:26]=[CH:25][CH:24]=[N:23]5)=[CH:18][CH:17]=4)=[CH:12][CH:11]=3)[CH2:6][CH2:7]2)[CH2:3]1.[ClH:29]. Given the product [ClH:29].[CH3:1][N:2]1[CH2:9][C@@H:8]2[C@@H:4]([N:5]([C:10]3[CH:15]=[CH:14][C:13]([C:16]4[CH:21]=[CH:20][C:19]([N:22]5[C:27](=[O:28])[CH:26]=[CH:25][CH:24]=[N:23]5)=[CH:18][CH:17]=4)=[CH:12][CH:11]=3)[CH2:6][CH2:7]2)[CH2:3]1, predict the reactants needed to synthesize it. (2) Given the product [F:1][C:2]1[CH:17]=[CH:16][C:5]([CH2:6][O:7][CH2:8][CH2:9][CH2:10][CH2:11][CH2:12][C:13]([N:43]2[C@H:42]([CH2:35][C:36]3[CH:41]=[CH:40][CH:39]=[CH:38][CH:37]=3)[CH2:46][O:45][C:44]2=[O:47])=[O:15])=[CH:4][C:3]=1[CH3:18], predict the reactants needed to synthesize it. The reactants are: [F:1][C:2]1[CH:17]=[CH:16][C:5]([CH2:6][O:7][CH2:8][CH2:9][CH2:10][CH2:11][CH2:12][C:13]([OH:15])=O)=[CH:4][C:3]=1[CH3:18].C(N(CC)CC)C.C(Cl)(=O)C(C)(C)C.[Li+].[Cl-].[CH2:35]([C@@H:42]1[CH2:46][O:45][C:44](=[O:47])[NH:43]1)[C:36]1[CH:41]=[CH:40][CH:39]=[CH:38][CH:37]=1.